From a dataset of Peptide-MHC class I binding affinity with 185,985 pairs from IEDB/IMGT. Regression. Given a peptide amino acid sequence and an MHC pseudo amino acid sequence, predict their binding affinity value. This is MHC class I binding data. (1) The peptide sequence is SQIETGTPF. The MHC is HLA-B15:03 with pseudo-sequence HLA-B15:03. The binding affinity (normalized) is 0.973. (2) The peptide sequence is KGAVDLSHFL. The MHC is HLA-B27:05 with pseudo-sequence HLA-B27:05. The binding affinity (normalized) is 0. (3) The peptide sequence is AITTPQMTL. The MHC is HLA-B07:02 with pseudo-sequence HLA-B07:02. The binding affinity (normalized) is 0.209. (4) The peptide sequence is FTLSFGNST. The MHC is HLA-B40:01 with pseudo-sequence HLA-B40:01. The binding affinity (normalized) is 0.0847. (5) The peptide sequence is SFGAGTLAK. The MHC is HLA-B58:01 with pseudo-sequence HLA-B58:01. The binding affinity (normalized) is 0.0847. (6) The peptide sequence is HAEMQNPVY. The MHC is HLA-B51:01 with pseudo-sequence HLA-B51:01. The binding affinity (normalized) is 0.213. (7) The peptide sequence is RPRLHSISF. The MHC is HLA-B46:01 with pseudo-sequence HLA-B46:01. The binding affinity (normalized) is 0.0847.